From a dataset of Catalyst prediction with 721,799 reactions and 888 catalyst types from USPTO. Predict which catalyst facilitates the given reaction. (1) Reactant: C(OC(=O)[NH:7][CH2:8][C:9]([N:11]1[CH2:16][CH2:15][N:14]([C:17]2[CH:22]=[CH:21][C:20]([O:23][CH3:24])=[C:19]([O:25][CH:26]3[CH2:30][CH2:29][CH2:28][CH2:27]3)[CH:18]=2)[CH2:13][C@@H:12]1[CH2:31][C:32]1[CH:37]=[CH:36][CH:35]=[CH:34][CH:33]=1)=[O:10])(C)(C)C.[ClH:39]. Product: [ClH:39].[NH2:7][CH2:8][C:9]([N:11]1[CH2:16][CH2:15][N:14]([C:17]2[CH:22]=[CH:21][C:20]([O:23][CH3:24])=[C:19]([O:25][CH:26]3[CH2:27][CH2:28][CH2:29][CH2:30]3)[CH:18]=2)[CH2:13][C@@H:12]1[CH2:31][C:32]1[CH:37]=[CH:36][CH:35]=[CH:34][CH:33]=1)=[O:10]. The catalyst class is: 12. (2) Reactant: [CH2:1]([O:8][C:9]([NH:11][CH:12]([CH2:17][C:18]12[CH2:25][CH2:24][CH:21]([CH2:22][CH2:23]1)[CH2:20][CH2:19]2)[C:13](OC)=[O:14])=[O:10])[C:2]1[CH:7]=[CH:6][CH:5]=[CH:4][CH:3]=1.[BH4-].[Na+].OS([O-])=O.[Na+]. Product: [C:18]12([CH2:17][CH:12]([NH:11][C:9](=[O:10])[O:8][CH2:1][C:2]3[CH:7]=[CH:6][CH:5]=[CH:4][CH:3]=3)[CH2:13][OH:14])[CH2:19][CH2:20][CH:21]([CH2:22][CH2:23]1)[CH2:24][CH2:25]2. The catalyst class is: 5. (3) Reactant: [OH-].[Na+].[F:3][C:4]1[CH:5]=[CH:6][C:7]([C:10]2[CH:39]=[CH:38][C:13]([CH2:14][C:15]3([CH3:37])[C:19](=[O:20])[O:18]C(C4C=CC=CC=4)[N:16]3[C:27]([O:29][CH2:30][C:31]3[CH:36]=[CH:35][CH:34]=[CH:33][CH:32]=3)=[O:28])=[CH:12][CH:11]=2)=[N:8][CH:9]=1. Product: [CH2:30]([O:29][C:27]([NH:16][C:15]([CH3:37])([CH2:14][C:13]1[CH:38]=[CH:39][C:10]([C:7]2[CH:6]=[CH:5][C:4]([F:3])=[CH:9][N:8]=2)=[CH:11][CH:12]=1)[C:19]([OH:20])=[O:18])=[O:28])[C:31]1[CH:32]=[CH:33][CH:34]=[CH:35][CH:36]=1. The catalyst class is: 24. (4) Reactant: [C:1]12([C:11]3[CH:16]=[C:15]([Br:17])[C:14]([CH3:18])=[CH:13][C:12]=3[OH:19])[CH2:10][CH:5]3[CH2:6][CH:7]([CH2:9][CH:3]([CH2:4]3)[CH2:2]1)[CH2:8]2.[CH2:20](Br)[C:21]1[CH:26]=[CH:25][CH:24]=[CH:23][CH:22]=1.C([O-])([O-])=O.[K+].[K+]. Product: [C:1]12([C:11]3[C:12]([O:19][CH2:20][C:21]4[CH:26]=[CH:25][CH:24]=[CH:23][CH:22]=4)=[CH:13][C:14]([CH3:18])=[C:15]([Br:17])[CH:16]=3)[CH2:2][CH:3]3[CH2:9][CH:7]([CH2:6][CH:5]([CH2:4]3)[CH2:10]1)[CH2:8]2. The catalyst class is: 21. (5) Reactant: [C:1]1([C@H:7]([NH:25][C:26]([O:28][C@@H:29]2[CH:34]3[CH2:35][CH2:36][N:31]([CH2:32][CH2:33]3)[CH2:30]2)=[O:27])[C:8]2[CH:9]=[C:10]([CH:22]=[CH:23][CH:24]=2)[O:11][CH2:12][C:13]2[CH:21]=[CH:20][C:16]([C:17](O)=[O:18])=[CH:15][CH:14]=2)[CH:6]=[CH:5][CH:4]=[CH:3][CH:2]=1.Cl.[CH:38]1([CH2:41][O:42][C:43]2[CH:44]=[C:45]([C@@H:53]([O:64][C:65]([C@H:67]3[NH:71][CH2:70][CH2:69][S:68]3)=[O:66])[CH2:54][C:55]3[C:60]([Cl:61])=[CH:59][N+:58]([O-:62])=[CH:57][C:56]=3[Cl:63])[CH:46]=[CH:47][C:48]=2[O:49][CH:50]([F:52])[F:51])[CH2:40][CH2:39]1.CCN=C=NCCCN(C)C.Cl. Product: [CH:38]1([CH2:41][O:42][C:43]2[CH:44]=[C:45]([C@@H:53]([O:64][C:65]([C@H:67]3[N:71]([C:17](=[O:18])[C:16]4[CH:20]=[CH:21][C:13]([CH2:12][O:11][C:10]5[CH:22]=[CH:23][CH:24]=[C:8]([C@H:7]([C:1]6[CH:6]=[CH:5][CH:4]=[CH:3][CH:2]=6)[NH:25][C:26]([O:28][C@@H:29]6[CH:34]7[CH2:33][CH2:32][N:31]([CH2:36][CH2:35]7)[CH2:30]6)=[O:27])[CH:9]=5)=[CH:14][CH:15]=4)[CH2:70][CH2:69][S:68]3)=[O:66])[CH2:54][C:55]3[C:60]([Cl:61])=[CH:59][N+:58]([O-:62])=[CH:57][C:56]=3[Cl:63])[CH:46]=[CH:47][C:48]=2[O:49][CH:50]([F:52])[F:51])[CH2:40][CH2:39]1. The catalyst class is: 239. (6) Reactant: [F:1][C:2]1[CH:3]=[C:4]([C:8]#[C:9][C:10]2[CH:11]=[C:12]([CH:16]=O)[CH:13]=[N:14][CH:15]=2)[CH:5]=[CH:6][CH:7]=1.Cl.[O:19]([NH2:21])[CH3:20].C(=O)([O-])[O-].[K+].[K+]. Product: [CH3:20][O:19][N:21]=[CH:16][C:12]1[CH:13]=[N:14][CH:15]=[C:10]([C:9]#[C:8][C:4]2[CH:5]=[CH:6][CH:7]=[C:2]([F:1])[CH:3]=2)[CH:11]=1. The catalyst class is: 8. (7) Reactant: [CH2:1]([N:8]1[CH:16]=[C:15]2[C:10]([CH:11]=[C:12]([C:17]3[CH:18]=[C:19]([CH:27]4[CH2:31][CH2:30][NH:29][CH2:28]4)[N:20]4[C:25]=3[C:24]([NH2:26])=[N:23][CH:22]=[N:21]4)[CH:13]=[CH:14]2)=[N:9]1)[C:2]1[CH:7]=[CH:6][CH:5]=[CH:4][CH:3]=1.C(O)(=O)C.C(O[C:39]1(O[Si](C)(C)C)[CH2:41][CH2:40]1)C.C([BH3-])#N.[Na+]. Product: [CH2:1]([N:8]1[CH:16]=[C:15]2[C:10]([CH:11]=[C:12]([C:17]3[CH:18]=[C:19]([CH:27]4[CH2:31][CH2:30][N:29]([CH:39]5[CH2:41][CH2:40]5)[CH2:28]4)[N:20]4[C:25]=3[C:24]([NH2:26])=[N:23][CH:22]=[N:21]4)[CH:13]=[CH:14]2)=[N:9]1)[C:2]1[CH:3]=[CH:4][CH:5]=[CH:6][CH:7]=1. The catalyst class is: 5.